Dataset: Full USPTO retrosynthesis dataset with 1.9M reactions from patents (1976-2016). Task: Predict the reactants needed to synthesize the given product. (1) Given the product [CH3:32][N:4]1[C:3](=[O:31])[CH:2]([CH3:1])[N:6]([C:7]2[CH:12]=[CH:11][C:10]([C:13]([N:15]3[CH2:20][CH2:19][N:18]([C:21]4[C:26]([CH3:27])=[CH:25][C:24]([CH3:28])=[C:23]([CH3:29])[N:22]=4)[CH2:17][CH2:16]3)=[O:14])=[CH:9][N:8]=2)[C:5]1=[O:30], predict the reactants needed to synthesize it. The reactants are: [CH3:1][CH:2]1[N:6]([C:7]2[CH:12]=[CH:11][C:10]([C:13]([N:15]3[CH2:20][CH2:19][N:18]([C:21]4[C:26]([CH3:27])=[CH:25][C:24]([CH3:28])=[C:23]([CH3:29])[N:22]=4)[CH2:17][CH2:16]3)=[O:14])=[CH:9][N:8]=2)[C:5](=[O:30])[NH:4][C:3]1=[O:31].[CH3:32]C(C)([O-])C.[K+].CI.O. (2) Given the product [CH2:1]([N:3]1[CH2:8][CH2:7][N:6]([C:15]2([N:22]3[CH2:25][CH:24]([CH:26]=[O:27])[CH2:23]3)[C:14]3[CH2:29][CH2:30][N:10]([CH3:9])[CH2:11][CH2:12][C:13]=3[N:21]=[C:20]3[N:16]2[N:17]=[CH:18][CH2:19]3)[CH2:5][CH2:4]1)[CH3:2], predict the reactants needed to synthesize it. The reactants are: [CH2:1]([N:3]1[CH2:8][CH2:7][NH:6][CH2:5][CH2:4]1)[CH3:2].[CH3:9][N:10]1[CH2:30][CH2:29][C:14]2=[C:15]([N:22]3[CH2:25][CH:24]([C:26](O)=[O:27])[CH2:23]3)[N:16]3[C:20]([N:21]=[C:13]2[CH2:12][CH2:11]1)=[CH:19][CH:18]=[N:17]3.CCN(C(C)C)C(C)C.CN(C(ON1N=NC2C=CC=CC1=2)=[N+](C)C)C.[B-](F)(F)(F)F. (3) The reactants are: [F:1][C:2]1[CH:18]=[CH:17][CH:16]=[CH:15][C:3]=1[CH2:4][O:5][C:6]1[CH:7]=[C:8]([CH:11]=[C:12]([OH:14])[CH:13]=1)[CH:9]=[O:10].[OH:19][C:20]1C=C(C=C(O)C=1)C(O)=O. Given the product [F:1][C:2]1[CH:18]=[CH:17][CH:16]=[CH:15][C:3]=1[CH2:4][O:5][C:6]1[CH:7]=[C:8]([CH:11]=[C:12]([OH:14])[CH:13]=1)[C:9]([O:19][CH3:20])=[O:10], predict the reactants needed to synthesize it.